This data is from Catalyst prediction with 721,799 reactions and 888 catalyst types from USPTO. The task is: Predict which catalyst facilitates the given reaction. Reactant: C[O:2][C:3]([C:5]1[C:10]([C:11]#[C:12][C:13]2[CH:18]=[CH:17][CH:16]=[CH:15][C:14]=2[Cl:19])=[CH:9][N:8]=[C:7]([S:20][CH3:21])[N:6]=1)=[O:4].FC(F)(F)C(O)=O. Product: [Cl:19][C:14]1[CH:15]=[CH:16][CH:17]=[CH:18][C:13]=1[C:12]1[O:2][C:3](=[O:4])[C:5]2[N:6]=[C:7]([S:20][CH3:21])[N:8]=[CH:9][C:10]=2[CH:11]=1. The catalyst class is: 46.